From a dataset of Reaction yield outcomes from USPTO patents with 853,638 reactions. Predict the reaction yield, written as a fraction of the theoretical maximum amount of product (1.0 means a 100% yield; for example, 0.34 means a 34% yield). The reactants are C(N(CCCC)C(C1N=C([C:21]2[CH:30]=[CH:29][C:24]([C:25]([O:27][CH3:28])=[O:26])=[CH:23][C:22]=2[C:31]([N:33]2[CH2:42][CH2:41][C:40]3[C:35](=[CH:36][CH:37]=[CH:38][CH:39]=3)[CH2:34]2)=[O:32])N(COCC[Si](C)(C)C)C=1)=O)CCC.Br[C:48]1[N:52]([CH3:53])[CH:51]=[N:50][C:49]=1[C:54]([N:56]([CH2:61][CH2:62][CH2:63][CH3:64])[CH2:57][CH2:58][CH2:59][CH3:60])=[O:55].CC1(C)COB(C2C=CC(C(OC)=O)=CC=2C(N2CCC3C(=CC=CC=3)C2)=O)OC1. No catalyst specified. The product is [CH2:57]([N:56]([CH2:61][CH2:62][CH2:63][CH3:64])[C:54]([C:49]1[N:50]=[CH:51][N:52]([CH3:53])[C:48]=1[C:21]1[CH:30]=[CH:29][C:24]([C:25]([O:27][CH3:28])=[O:26])=[CH:23][C:22]=1[C:31]([N:33]1[CH2:42][CH2:41][C:40]2[C:35](=[CH:36][CH:37]=[CH:38][CH:39]=2)[CH2:34]1)=[O:32])=[O:55])[CH2:58][CH2:59][CH3:60]. The yield is 0.400.